This data is from NCI-60 drug combinations with 297,098 pairs across 59 cell lines. The task is: Regression. Given two drug SMILES strings and cell line genomic features, predict the synergy score measuring deviation from expected non-interaction effect. (1) Drug 1: CC1=CC2C(CCC3(C2CCC3(C(=O)C)OC(=O)C)C)C4(C1=CC(=O)CC4)C. Drug 2: CS(=O)(=O)CCNCC1=CC=C(O1)C2=CC3=C(C=C2)N=CN=C3NC4=CC(=C(C=C4)OCC5=CC(=CC=C5)F)Cl. Cell line: KM12. Synergy scores: CSS=-4.05, Synergy_ZIP=2.31, Synergy_Bliss=-3.08, Synergy_Loewe=-3.38, Synergy_HSA=-7.55. (2) Drug 1: CN(C)N=NC1=C(NC=N1)C(=O)N. Drug 2: CC1=C(C(CCC1)(C)C)C=CC(=CC=CC(=CC(=O)O)C)C. Cell line: KM12. Synergy scores: CSS=36.3, Synergy_ZIP=11.1, Synergy_Bliss=10.6, Synergy_Loewe=17.2, Synergy_HSA=19.9. (3) Drug 1: C1=CC(=CC=C1CCCC(=O)O)N(CCCl)CCCl. Drug 2: CC(C1=C(C=CC(=C1Cl)F)Cl)OC2=C(N=CC(=C2)C3=CN(N=C3)C4CCNCC4)N. Cell line: A549. Synergy scores: CSS=37.6, Synergy_ZIP=-5.82, Synergy_Bliss=-2.57, Synergy_Loewe=-2.22, Synergy_HSA=-1.32. (4) Drug 1: COC1=C(C=C2C(=C1)N=CN=C2NC3=CC(=C(C=C3)F)Cl)OCCCN4CCOCC4. Drug 2: CC1=C(C=C(C=C1)C(=O)NC2=CC(=CC(=C2)C(F)(F)F)N3C=C(N=C3)C)NC4=NC=CC(=N4)C5=CN=CC=C5. Cell line: KM12. Synergy scores: CSS=31.5, Synergy_ZIP=-7.30, Synergy_Bliss=-3.31, Synergy_Loewe=2.72, Synergy_HSA=3.92.